From a dataset of Reaction yield outcomes from USPTO patents with 853,638 reactions. Predict the reaction yield, written as a fraction of the theoretical maximum amount of product (1.0 means a 100% yield; for example, 0.34 means a 34% yield). The reactants are [CH3:1][C:2]1[CH:3]=[C:4]([O:11][CH3:12])[CH:5]=[CH:6][C:7]=1[N+:8]([O-:10])=[O:9].[Br:13]N1C(C)(C)C(=O)N(Br)C1=O.C(O)(=O)C.N(C1(C#N)CCCCC1)=NC1(C#N)CCCCC1. The catalyst is C1(Cl)C=CC=CC=1. The product is [N+:8]([C:7]1[CH:6]=[CH:5][C:4]([O:11][CH3:12])=[CH:3][C:2]=1[CH2:1][Br:13])([O-:10])=[O:9]. The yield is 0.0319.